Dataset: Reaction yield outcomes from USPTO patents with 853,638 reactions. Task: Predict the reaction yield, written as a fraction of the theoretical maximum amount of product (1.0 means a 100% yield; for example, 0.34 means a 34% yield). (1) The reactants are [F:1][C:2]1[C:3]([C:22]([OH:24])=[O:23])=[CH:4][C:5]2[C:10](=[O:11])[O:9][CH2:8][N:7]([C:12]3[CH:17]=[CH:16][C:15]([I:18])=[CH:14][C:13]=3[CH3:19])[C:6]=2[C:20]=1[F:21].[F:25][C:26]1[C:31](OC(=O)C(F)(F)F)=[C:30]([F:39])[C:29]([F:40])=[C:28]([F:41])[C:27]=1[F:42].N1C=CC=CC=1. The catalyst is CN(C)C=O.C(OCC)(=O)C. The product is [F:25][C:26]1[C:31]([O:23][C:22]([C:3]2[C:2]([F:1])=[C:20]([F:21])[C:6]3[N:7]([C:12]4[CH:17]=[CH:16][C:15]([I:18])=[CH:14][C:13]=4[CH3:19])[CH2:8][O:9][C:10](=[O:11])[C:5]=3[CH:4]=2)=[O:24])=[C:30]([F:39])[C:29]([F:40])=[C:28]([F:41])[C:27]=1[F:42]. The yield is 0.831. (2) The reactants are C(Cl)(=O)C(Cl)=O.[Cl:7][C:8]1[C:13]([C:14]([OH:16])=O)=[C:12]([F:17])[C:11]([O:18][CH3:19])=[CH:10][CH:9]=1.[NH2:20][C:21]1[CH:26]=[CH:25][C:24]([CH2:27][C:28]([O:30][CH2:31][CH3:32])=[O:29])=[CH:23][CH:22]=1.C(N(CC)CC)C. The catalyst is ClCCl.CN(C)C=O.O. The product is [CH2:31]([O:30][C:28](=[O:29])[CH2:27][C:24]1[CH:23]=[CH:22][C:21]([NH:20][C:14]([C:13]2[C:8]([Cl:7])=[CH:9][CH:10]=[C:11]([O:18][CH3:19])[C:12]=2[F:17])=[O:16])=[CH:26][CH:25]=1)[CH3:32]. The yield is 0.940. (3) The reactants are [F:1][C:2]1[CH:3]=[CH:4][C:5]([C:8]2[C:12]([CH2:13][O:14][C:15]3[CH:16]=[C:17]([C:20]([OH:22])=O)[NH:18][N:19]=3)=[C:11]([CH3:23])[O:10][N:9]=2)=[N:6][CH:7]=1.FC1C=CC(C2C(CO[C:38]3[CH:39]=[C:40]([C:43](O)=O)[NH:41][N:42]=3)=C(C)ON=2)=CC=1. No catalyst specified. The product is [N:42]1([NH:41][C:20]([C:17]2[NH:18][N:19]=[C:15]([O:14][CH2:13][C:12]3[C:8]([C:5]4[CH:4]=[CH:3][C:2]([F:1])=[CH:7][N:6]=4)=[N:9][O:10][C:11]=3[CH3:23])[CH:16]=2)=[O:22])[CH2:43][CH2:40][CH2:39][CH2:38]1. The yield is 0.390. (4) The reactants are [Cl:1][C:2]1[CH:3]=[CH:4][C:5]([CH2:8][O:9][C:10]2[CH:15]=[CH:14][N+:13]([O-])=[CH:12][CH:11]=2)=[N:6][CH:7]=1.CC(OC(C)=O)=[O:19]. No catalyst specified. The product is [Cl:1][C:2]1[CH:3]=[CH:4][C:5]([CH2:8][O:9][C:10]2[CH:15]=[CH:14][NH:13][C:12](=[O:19])[CH:11]=2)=[N:6][CH:7]=1. The yield is 0.750. (5) The reactants are CCN(C(C)C)C(C)C.C1C=CC2N(O)N=NC=2C=1.C(Cl)CCl.[NH2:24][CH2:25][CH2:26][N:27]1[CH2:31][CH2:30][CH2:29][CH2:28]1.[NH2:32][C:33]1[N:38]=[C:37]([NH:39][CH2:40][CH2:41][CH2:42][N:43]2[CH:47]=[C:46]([C:48]3[CH:53]=[CH:52][C:51]([Cl:54])=[CH:50][C:49]=3[Cl:55])[CH:45]=[C:44]2[C:56](O)=[O:57])[CH:36]=[CH:35][C:34]=1[N+:59]([O-:61])=[O:60]. The catalyst is CN(C=O)C. The product is [NH2:32][C:33]1[N:38]=[C:37]([NH:39][CH2:40][CH2:41][CH2:42][N:43]2[CH:47]=[C:46]([C:48]3[CH:53]=[CH:52][C:51]([Cl:54])=[CH:50][C:49]=3[Cl:55])[CH:45]=[C:44]2[C:56]([NH:24][CH2:25][CH2:26][N:27]2[CH2:31][CH2:30][CH2:29][CH2:28]2)=[O:57])[CH:36]=[CH:35][C:34]=1[N+:59]([O-:61])=[O:60]. The yield is 0.130. (6) The product is [Cl:1][C:2]1[C:10]([C:11]#[N:12])=[CH:9][CH:8]=[C:7]2[C:3]=1[CH:4]=[C:5]([CH:22]([F:23])[F:24])[N:6]2[CH:13]([CH3:21])[C:14]([OH:16])=[O:15]. The reactants are [Cl:1][C:2]1[C:10]([C:11]#[N:12])=[CH:9][CH:8]=[C:7]2[C:3]=1[CH:4]=[C:5]([CH:22]([F:24])[F:23])[N:6]2[CH:13]([CH3:21])[C:14]([O:16]C(C)(C)C)=[O:15].C(O)(C(F)(F)F)=O. The yield is 0.950. The catalyst is C(Cl)Cl. (7) The reactants are [NH2:1][C:2]1[N:3]=[C:4]([Cl:28])[C:5]2=[C:6]([N:8]([CH2:21][C:22]3[CH:23]=[N:24][CH:25]=[CH:26][CH:27]=3)[C:9](=[O:20])/[C:10]/2=[CH:11]\[C:12]2[NH:16][CH:15]=[C:14]([C:17](O)=[O:18])[CH:13]=2)[N:7]=1.[CH2:29]([N:31]([CH2:35][CH3:36])[CH2:32][CH2:33][NH2:34])[CH3:30].F[P-](F)(F)(F)(F)F.N1(O[P+](N(C)C)(N(C)C)N(C)C)C2C=CC=CC=2N=N1.CCN(C(C)C)C(C)C. The catalyst is C1COCC1. The product is [NH2:1][C:2]1[N:3]=[C:4]([Cl:28])[C:5]2=[C:6]([N:8]([CH2:21][C:22]3[CH:23]=[N:24][CH:25]=[CH:26][CH:27]=3)[C:9](=[O:20])/[C:10]/2=[CH:11]\[C:12]2[NH:16][CH:15]=[C:14]([C:17]([NH:34][CH2:33][CH2:32][N:31]([CH2:35][CH3:36])[CH2:29][CH3:30])=[O:18])[CH:13]=2)[N:7]=1. The yield is 0.540.